This data is from Reaction yield outcomes from USPTO patents with 853,638 reactions. The task is: Predict the reaction yield, written as a fraction of the theoretical maximum amount of product (1.0 means a 100% yield; for example, 0.34 means a 34% yield). (1) The reactants are [C:1]([NH:4][CH2:5][CH2:6][CH2:7][S:8]([O:11][CH2:12][C:13]([CH3:31])([CH3:30])[CH:14]([O:20]CC1C=CC(OC)=CC=1)[C:15]([O:17][CH2:18][CH3:19])=[O:16])(=[O:10])=[O:9])(=[O:3])[CH3:2]. The catalyst is [Pd].C(O)C. The product is [C:1]([NH:4][CH2:5][CH2:6][CH2:7][S:8]([O:11][CH2:12][C:13]([CH3:30])([CH3:31])[CH:14]([OH:20])[C:15]([O:17][CH2:18][CH3:19])=[O:16])(=[O:9])=[O:10])(=[O:3])[CH3:2]. The yield is 0.680. (2) The reactants are [NH2:1][C:2]1[C:7]([NH:8][C:9](=O)[C:10]2[CH:15]=[CH:14][C:13]([O:16][C:17]3[CH:22]=[CH:21][C:20]([F:23])=[CH:19][CH:18]=3)=[C:12]([C:24]#[N:25])[CH:11]=2)=[CH:6][N:5]=[CH:4][N:3]=1. The catalyst is C(O)(=O)C. The product is [C:24]([C:12]1[CH:11]=[C:10]([C:9]2[NH:1][C:2]3[C:7]([N:8]=2)=[CH:6][N:5]=[CH:4][N:3]=3)[CH:15]=[CH:14][C:13]=1[O:16][C:17]1[CH:22]=[CH:21][C:20]([F:23])=[CH:19][CH:18]=1)#[N:25]. The yield is 0.900. (3) The reactants are Cl[C:2]1[C:7]([CH:8]([CH2:13][CH2:14][CH3:15])[C:9]([O:11][CH3:12])=[O:10])=[C:6]([CH3:16])[N:5]=[C:4]([C:17]2[CH:22]=[CH:21][CH:20]=[CH:19][CH:18]=2)[N:3]=1.C(N(CC)C(C)C)(C)C.[NH:32]1[C:40]2[C:35](=[CH:36][C:37](B(O)O)=[CH:38][CH:39]=2)[CH:34]=[CH:33]1. The catalyst is COCCOC.O.[Pd].C1(P(C2C=CC=CC=2)C2C=CC=CC=2)C=CC=CC=1.C1(P(C2C=CC=CC=2)C2C=CC=CC=2)C=CC=CC=1.C1(P(C2C=CC=CC=2)C2C=CC=CC=2)C=CC=CC=1.C1(P(C2C=CC=CC=2)C2C=CC=CC=2)C=CC=CC=1. The product is [NH:32]1[C:40]2[C:35](=[CH:36][C:37]([C:2]3[C:7]([CH:8]([CH2:13][CH2:14][CH3:15])[C:9]([O:11][CH3:12])=[O:10])=[C:6]([CH3:16])[N:5]=[C:4]([C:17]4[CH:22]=[CH:21][CH:20]=[CH:19][CH:18]=4)[N:3]=3)=[CH:38][CH:39]=2)[CH:34]=[CH:33]1. The yield is 0.810. (4) The yield is 0.740. The catalyst is [Cu]I.O.C(OCC)(=O)C.C1(C)C=CC=CC=1. The product is [S:8]1[CH:9]=[C:5]([C:14]#[N:15])[C:6]2[CH:13]=[CH:12][CH:11]=[CH:10][C:7]1=2. The reactants are [C-]#N.[Na+].Br[C:5]1[C:6]2[CH:13]=[CH:12][CH:11]=[CH:10][C:7]=2[S:8][CH:9]=1.[CH3:14][NH:15]CCNC.[OH-].[NH4+]. (5) The reactants are [H-].[Na+].[Br:3][C:4]1[CH:5]=[C:6]([OH:11])[CH:7]=[C:8]([Br:10])[CH:9]=1.[CH3:12][O:13][CH2:14]Cl. The catalyst is C1COCC1. The product is [Br:3][C:4]1[CH:5]=[C:6]([O:11][CH2:12][O:13][CH3:14])[CH:7]=[C:8]([Br:10])[CH:9]=1. The yield is 0.860.